The task is: Predict the reactants needed to synthesize the given product.. This data is from Full USPTO retrosynthesis dataset with 1.9M reactions from patents (1976-2016). Given the product [NH3:7].[CH2:5]([N:7]1[C:11]([S:12][C:13]2[CH:14]=[C:15]([C:21]#[N:22])[CH:16]=[C:17]([CH:20]=2)[C:18]#[N:19])=[C:10]([CH2:23][CH3:24])[N:9]=[C:8]1[CH2:25][CH2:26][O:27][CH3:3])[CH3:6], predict the reactants needed to synthesize it. The reactants are: [H-].[Na+].[CH3:3]I.[CH2:5]([N:7]1[C:11]([S:12][C:13]2[CH:14]=[C:15]([C:21]#[N:22])[CH:16]=[C:17]([CH:20]=2)[C:18]#[N:19])=[C:10]([CH2:23][CH3:24])[N:9]=[C:8]1[CH2:25][CH2:26][OH:27])[CH3:6].